The task is: Predict which catalyst facilitates the given reaction.. This data is from Catalyst prediction with 721,799 reactions and 888 catalyst types from USPTO. (1) Reactant: [Cl:1][C:2]1[S:9][C:8]2[CH:7]=[C:6]([C:10]([NH:12][C@@H:13]3[CH2:21][C:20]4[C:15](=[CH:16][CH:17]=[CH:18][CH:19]=4)[C@H:14]3[N:22]([C:24](=[O:27])[CH2:25]Cl)[CH3:23])=[O:11])[NH:5][C:4]=2[C:3]=1[Cl:28].[NH:29]1[CH2:34][CH2:33][O:32][CH2:31][CH2:30]1. Product: [Cl:1][C:2]1[S:9][C:8]2[CH:7]=[C:6]([C:10]([NH:12][C@H:13]3[CH2:21][C:20]4[C:15](=[CH:16][CH:17]=[CH:18][CH:19]=4)[C@@H:14]3[N:22]([CH3:23])[C:24](=[O:27])[CH2:25][N:29]3[CH2:34][CH2:33][O:32][CH2:31][CH2:30]3)=[O:11])[NH:5][C:4]=2[C:3]=1[Cl:28]. The catalyst class is: 2. (2) Reactant: [NH2:1][C:2]1[CH:7]=[CH:6][CH:5]=[CH:4][C:3]=1[C:8](=[C:22]1[CH2:27][CH2:26][N:25]([CH2:28][CH2:29][CH2:30][CH3:31])[CH2:24][CH2:23]1)[C:9]1[CH:21]=[CH:20][C:12]([C:13]([N:15]([CH2:18][CH3:19])[CH2:16][CH3:17])=[O:14])=[CH:11][CH:10]=1.C(N(CC)CC)C.[C:39](Cl)(=[O:41])[CH3:40].C(O)(C(F)(F)F)=O. Product: [C:39]([NH:1][C:2]1[CH:7]=[CH:6][CH:5]=[CH:4][C:3]=1[C:8](=[C:22]1[CH2:27][CH2:26][N:25]([CH2:28][CH2:29][CH2:30][CH3:31])[CH2:24][CH2:23]1)[C:9]1[CH:21]=[CH:20][C:12]([C:13]([N:15]([CH2:18][CH3:19])[CH2:16][CH3:17])=[O:14])=[CH:11][CH:10]=1)(=[O:41])[CH3:40]. The catalyst class is: 4. (3) Reactant: [CH2:1]([N:8]1[CH2:25][CH2:24][C:11]2([N:15]=[C:14]([C:16]3[CH:21]=[CH:20][C:19]([Br:22])=[CH:18][CH:17]=3)[NH:13][C:12]2=[O:23])[CH2:10][CH2:9]1)[C:2]1[CH:7]=[CH:6][CH:5]=[CH:4][CH:3]=1.I[CH2:27][C@@H:28]1[CH2:32][CH2:31][N:30]([C:33]([O:35][C:36]([CH3:39])([CH3:38])[CH3:37])=[O:34])[CH2:29]1.C([O-])([O-])=O.[K+].[K+]. Product: [CH2:1]([N:8]1[CH2:25][CH2:24][C:11]2([N:15]=[C:14]([C:16]3[CH:17]=[CH:18][C:19]([Br:22])=[CH:20][CH:21]=3)[N:13]([CH2:27][C@@H:28]3[CH2:32][CH2:31][N:30]([C:33]([O:35][C:36]([CH3:37])([CH3:39])[CH3:38])=[O:34])[CH2:29]3)[C:12]2=[O:23])[CH2:10][CH2:9]1)[C:2]1[CH:3]=[CH:4][CH:5]=[CH:6][CH:7]=1. The catalyst class is: 3. (4) Reactant: [Cl:1][C:2]1[C:7]([Cl:8])=[C:6]([C:9]2[CH:14]=[CH:13][C:12]([O:15][CH3:16])=[CH:11][CH:10]=2)[N:5]=[C:4]([C:17]([OH:19])=O)[CH:3]=1.S(Cl)([Cl:22])=O.CN(C)C=O.CN(C1C=CC=CN=1)C. Product: [Cl:1][C:2]1[C:7]([Cl:8])=[C:6]([C:9]2[CH:14]=[CH:13][C:12]([O:15][CH3:16])=[CH:11][CH:10]=2)[N:5]=[C:4]([C:17]([Cl:22])=[O:19])[CH:3]=1. The catalyst class is: 224. (5) Reactant: C(C1[CH:4]=[C:5]2[C:10](=[CH:11][CH:12]=1)[C:9](=[O:13])[CH2:8][CH2:7][CH2:6]2)#N.[C:14]([OH:17])(=[O:16])[CH3:15]. Product: [O:13]=[C:9]1[CH2:8][CH2:7][CH2:6][C:5]2[CH:4]=[C:15]([C:14]([OH:17])=[O:16])[CH:12]=[CH:11][C:10]1=2. The catalyst class is: 33. (6) Reactant: C(NC(C)C)(C)C.C([Li])CCC.[CH3:13][O:14][CH2:15][CH2:16][N:17]1[CH:22]=[CH:21][C:20](=[O:23])[NH:19][C:18]1=[S:24].[I:25]I. Product: [I:25][C:22]1[N:17]([CH2:16][CH2:15][O:14][CH3:13])[C:18](=[S:24])[NH:19][C:20](=[O:23])[CH:21]=1. The catalyst class is: 683.